Dataset: Full USPTO retrosynthesis dataset with 1.9M reactions from patents (1976-2016). Task: Predict the reactants needed to synthesize the given product. (1) Given the product [F:18][C:19]1[CH:27]=[C:26]([F:28])[CH:25]=[CH:24][C:20]=1[C:21]1[S:17][C:3]2[C:2]([N:1]=1)=[CH:7][CH:6]=[C:5]([C:8]1([C:11]3[CH:16]=[CH:15][CH:14]=[CH:13][CH:12]=3)[CH2:10][CH2:9]1)[N:4]=2, predict the reactants needed to synthesize it. The reactants are: [NH2:1][C:2]1[C:3](=[S:17])[NH:4][C:5]([C:8]2([C:11]3[CH:16]=[CH:15][CH:14]=[CH:13][CH:12]=3)[CH2:10][CH2:9]2)=[CH:6][CH:7]=1.[F:18][C:19]1[CH:27]=[C:26]([F:28])[CH:25]=[CH:24][C:20]=1[C:21](Cl)=O.NC1C(=S)NC=CC=1. (2) Given the product [Br:16][C:8]1([O:10][CH3:11])[CH:7]=[CH:5][CH:4]=[C:3]([O:2][CH3:1])[CH2:9]1, predict the reactants needed to synthesize it. The reactants are: [CH3:1][O:2][C:3]1[CH:4]=[C:5]([CH:7]=[C:8]([O:10][CH3:11])[CH:9]=1)N.N([O-])=O.[Na+].[BrH:16].